Dataset: Forward reaction prediction with 1.9M reactions from USPTO patents (1976-2016). Task: Predict the product of the given reaction. (1) Given the reactants [Br:1][C:2]1[CH:7]=[CH:6][C:5]([Cl:8])=[CH:4][C:3]=1[C:9]1[CH:14]=[CH:13][N:12]([CH:15]([CH2:19][C:20]2[CH:21]=[N:22][CH:23]=[CH:24][CH:25]=2)[C:16]([OH:18])=O)[C:11](=[O:26])[CH:10]=1.[NH2:27][C:28]1[CH:37]=[CH:36][C:31]([C:32]([O:34][CH3:35])=[O:33])=[CH:30][CH:29]=1, predict the reaction product. The product is: [Br:1][C:2]1[CH:7]=[CH:6][C:5]([Cl:8])=[CH:4][C:3]=1[C:9]1[CH:14]=[CH:13][N:12]([CH:15]([CH2:19][C:20]2[CH:21]=[N:22][CH:23]=[CH:24][CH:25]=2)[C:16]([NH:27][C:28]2[CH:29]=[CH:30][C:31]([C:32]([O:34][CH3:35])=[O:33])=[CH:36][CH:37]=2)=[O:18])[C:11](=[O:26])[CH:10]=1. (2) Given the reactants [Br:1][C@@H:2]1[CH2:7][CH2:6][CH2:5][CH2:4][C@H:3]1[OH:8].N1C=CN=C1.[CH3:14][C:15]([Si:18](Cl)([CH3:20])[CH3:19])([CH3:17])[CH3:16].O, predict the reaction product. The product is: [Br:1][C@@H:2]1[CH2:7][CH2:6][CH2:5][CH2:4][C@H:3]1[O:8][Si:18]([C:15]([CH3:17])([CH3:16])[CH3:14])([CH3:20])[CH3:19]. (3) The product is: [Cl:1][C:2]1[CH:3]=[C:4]([CH2:16][N:26]2[CH2:27][CH2:28][N:23]([C:21]([NH:20][CH3:19])=[O:22])[CH2:24][CH2:25]2)[CH:5]=[C:6]([NH:8][C:9]2[S:10][C:11]([C:14]#[N:15])=[CH:12][N:13]=2)[N:7]=1. Given the reactants [Cl:1][C:2]1[N:7]=[C:6]([NH:8][C:9]2[S:10][C:11]([C:14]#[N:15])=[CH:12][N:13]=2)[CH:5]=[C:4]([CH2:16]Cl)[CH:3]=1.[Cl-].[CH3:19][NH:20][C:21]([N:23]1[CH2:28][CH2:27][NH2+:26][CH2:25][CH2:24]1)=[O:22].C(N(C(C)C)C(C)C)C, predict the reaction product. (4) Given the reactants [H-].[Na+].[Cl-].[Cl:4][C:5]1[CH:30]=[CH:29][CH:28]=[C:27]([CH3:31])[C:6]=1[CH2:7][P+](C1C=CC=CC=1)(C1C=CC=CC=1)C1C=CC=CC=1.[CH:32]([CH:34]1[CH2:39][CH2:38][N:37]([C:40]([O:42][C:43]([CH3:46])([CH3:45])[CH3:44])=[O:41])[CH2:36][CH2:35]1)=O.[Cl-].[NH4+], predict the reaction product. The product is: [Cl:4][C:5]1[CH:30]=[CH:29][CH:28]=[C:27]([CH3:31])[C:6]=1/[CH:7]=[CH:32]/[CH:34]1[CH2:39][CH2:38][N:37]([C:40]([O:42][C:43]([CH3:44])([CH3:46])[CH3:45])=[O:41])[CH2:36][CH2:35]1. (5) Given the reactants [N:1]1([CH2:6][C:7]2[CH:12]=[CH:11][C:10]([CH2:13][CH2:14][NH2:15])=[CH:9][CH:8]=2)[CH2:5][CH2:4][CH2:3][CH2:2]1.[N:16]1[CH:21]=[CH:20][C:19]([C:22]2[CH:30]=[CH:29][C:25]([C:26](O)=[O:27])=[CH:24][CH:23]=2)=[CH:18][CH:17]=1, predict the reaction product. The product is: [N:16]1[CH:21]=[CH:20][C:19]([C:22]2[CH:30]=[CH:29][C:25]([C:26]([NH:15][CH2:14][CH2:13][C:10]3[CH:11]=[CH:12][C:7]([CH2:6][N:1]4[CH2:5][CH2:4][CH2:3][CH2:2]4)=[CH:8][CH:9]=3)=[O:27])=[CH:24][CH:23]=2)=[CH:18][CH:17]=1. (6) Given the reactants [NH2:1][C:2]1[CH:7]=[CH:6][CH:5]=[CH:4][C:3]=1[NH:8][C:9]1[CH:17]=[CH:16][CH:15]=[CH:14][C:10]=1[C:11](O)=[O:12].C1C=CC2N(O)N=NC=2C=1.CCN=C=NCCCN(C)C.Cl, predict the reaction product. The product is: [CH:14]1[C:10]2[C:11](=[O:12])[NH:1][C:2]3[CH:7]=[CH:6][CH:5]=[CH:4][C:3]=3[NH:8][C:9]=2[CH:17]=[CH:16][CH:15]=1. (7) Given the reactants C(O[C:4]([C:6]1[CH:7]=[N:8][C:9]2[C:14]([C:15]=1[NH:16][CH:17]1[CH2:21][CH2:20][CH2:19][CH2:18]1)=[CH:13][CH:12]=[CH:11][C:10]=2[O:22][CH3:23])=[O:5])C.[N:24]([C:27]1[CH:28]=[C:29]2[C:33](=[CH:34][CH:35]=1)[CH2:32][CH2:31][CH2:30]2)=[C:25]=[O:26], predict the reaction product. The product is: [CH:17]1([N:16]2[C:15]3[C:14]4[CH:13]=[CH:12][CH:11]=[C:10]([O:22][CH3:23])[C:9]=4[N:8]=[CH:7][C:6]=3[C:4](=[O:5])[N:24]([C:27]3[CH:28]=[C:29]4[C:33](=[CH:34][CH:35]=3)[CH2:32][CH2:31][CH2:30]4)[C:25]2=[O:26])[CH2:21][CH2:20][CH2:19][CH2:18]1. (8) The product is: [Br:22][C:23]1[CH:31]=[CH:30][C:26]([C:27]([C:7]2[C:2]([CH3:14])([CH3:1])[CH2:3][CH2:4][N:5]([C:8]3[CH:13]=[CH:12][CH:11]=[CH:10][CH:9]=3)[CH:6]=2)=[O:28])=[CH:25][CH:24]=1. Given the reactants [CH3:1][C:2]1([CH3:14])[CH:7]=[CH:6][N:5]([C:8]2[CH:13]=[CH:12][CH:11]=[CH:10][CH:9]=2)[CH2:4][CH2:3]1.C(N(CC)CC)C.[Br:22][C:23]1[CH:31]=[CH:30][C:26]([C:27](Cl)=[O:28])=[CH:25][CH:24]=1, predict the reaction product. (9) The product is: [CH2:46]([O:48][C:49]([CH:51]1[CH2:56][CH2:55][N:54]([C:39]([C:37]2[N:38]=[C:33]3[C:32]([C:42]([F:43])([F:44])[F:45])=[CH:31][C:30]([C:27]4[CH:28]=[CH:29][O:25][CH:26]=4)=[CH:35][N:34]3[CH:36]=2)=[O:40])[CH2:53][CH2:52]1)=[O:50])[CH3:47]. Given the reactants CN(C(ON1N=NC2C=CC=NC1=2)=[N+](C)C)C.F[P-](F)(F)(F)(F)F.[O:25]1[CH:29]=[CH:28][C:27]([C:30]2[CH:31]=[C:32]([C:42]([F:45])([F:44])[F:43])[C:33]3[N:34]([CH:36]=[C:37]([C:39](O)=[O:40])[N:38]=3)[CH:35]=2)=[CH:26]1.[CH2:46]([O:48][C:49]([CH:51]1[CH2:56][CH2:55][NH:54][CH2:53][CH2:52]1)=[O:50])[CH3:47], predict the reaction product.